This data is from Reaction yield outcomes from USPTO patents with 853,638 reactions. The task is: Predict the reaction yield, written as a fraction of the theoretical maximum amount of product (1.0 means a 100% yield; for example, 0.34 means a 34% yield). The reactants are [Cl:1][C:2]1[CH:37]=[CH:36][C:5]([CH2:6][N:7]2[C:15]3[C:14](=[O:16])[N:13]([CH2:17][S:18]([NH2:21])(=[O:20])=[O:19])[C:12](=[O:22])[N:11]([CH3:23])[C:10]=3[N:9]=[C:8]2[O:24][C:25]2[CH:30]=[CH:29][CH:28]=[C:27]([O:31][C:32]([F:35])([F:34])[F:33])[CH:26]=2)=[CH:4][CH:3]=1.IC.[C:40](=O)([O-])[O-].[K+].[K+]. The catalyst is CN(C=O)C. The product is [Cl:1][C:2]1[CH:3]=[CH:4][C:5]([CH2:6][N:7]2[C:15]3[C:14](=[O:16])[N:13]([CH2:17][S:18]([NH:21][CH3:40])(=[O:20])=[O:19])[C:12](=[O:22])[N:11]([CH3:23])[C:10]=3[N:9]=[C:8]2[O:24][C:25]2[CH:30]=[CH:29][CH:28]=[C:27]([O:31][C:32]([F:34])([F:33])[F:35])[CH:26]=2)=[CH:36][CH:37]=1. The yield is 0.223.